This data is from Catalyst prediction with 721,799 reactions and 888 catalyst types from USPTO. The task is: Predict which catalyst facilitates the given reaction. (1) Reactant: [CH3:1][C:2]1[C:3]([O:8][C:9]2[CH:14]=[CH:13][C:12]([NH2:15])=[CH:11][CH:10]=2)=[N:4][CH:5]=[CH:6][CH:7]=1.Cl[C:17]1[NH:18][C:19]2[CH:25]=[CH:24][CH:23]=[CH:22][C:20]=2[N:21]=1. Product: [CH3:1][C:2]1[C:3]([O:8][C:9]2[CH:10]=[CH:11][C:12]([NH:15][C:17]3[NH:21][C:20]4[CH:22]=[CH:23][CH:24]=[CH:25][C:19]=4[N:18]=3)=[CH:13][CH:14]=2)=[N:4][CH:5]=[CH:6][CH:7]=1. The catalyst class is: 41. (2) Product: [OH:8][CH2:9][CH:10]([CH2:11][OH:12])[C:13]([N:15]1[CH2:20][CH2:19][N:18]([C:21]2[CH:26]=[CH:25][C:24]([N:27]3[CH2:31][C@H:30]([CH2:32][O:33][C:34]4[CH:38]=[CH:37][O:36][N:35]=4)[O:29][C:28]3=[O:39])=[CH:23][C:22]=2[F:40])[CH2:17][CH2:16]1)=[O:14]. The catalyst class is: 86. Reactant: C1(C2[O:12][CH2:11][CH:10]([C:13]([N:15]3[CH2:20][CH2:19][N:18]([C:21]4[CH:26]=[CH:25][C:24]([N:27]5[CH2:31][C@H:30]([CH2:32][O:33][C:34]6[CH:38]=[CH:37][O:36][N:35]=6)[O:29][C:28]5=[O:39])=[CH:23][C:22]=4[F:40])[CH2:17][CH2:16]3)=[O:14])[CH2:9][O:8]2)C=CC=CC=1.